This data is from Orexin1 receptor HTS with 218,158 compounds and 233 confirmed actives. The task is: Binary Classification. Given a drug SMILES string, predict its activity (active/inactive) in a high-throughput screening assay against a specified biological target. The molecule is O(CC(C)C)C(=O)c1c2c([nH]c(=O)c1)cccc2. The result is 0 (inactive).